Predict the reaction yield, written as a fraction of the theoretical maximum amount of product (1.0 means a 100% yield; for example, 0.34 means a 34% yield). From a dataset of Reaction yield outcomes from USPTO patents with 853,638 reactions. (1) The reactants are C(O)C.[CH3:4][O:5][C:6]1[CH:22]=[CH:21][C:9]([CH2:10][O:11][CH2:12][C:13](=[O:20])[CH2:14][C:15]([O:17][CH2:18][CH3:19])=[O:16])=[CH:8][CH:7]=1.[O-]CC.[Na+].C(O)C.Br[CH2:31][C:32]([C:34]1[CH:39]=[CH:38][C:37]([O:40][CH:41]([F:43])[F:42])=[C:36]([O:44][CH2:45][CH:46]2[CH2:48][CH2:47]2)[CH:35]=1)=[O:33]. The catalyst is O. The product is [CH:46]1([CH2:45][O:44][C:36]2[CH:35]=[C:34]([C:32](=[O:33])[CH2:31][CH:14]([C:13](=[O:20])[CH2:12][O:11][CH2:10][C:9]3[CH:8]=[CH:7][C:6]([O:5][CH3:4])=[CH:22][CH:21]=3)[C:15]([O:17][CH2:18][CH3:19])=[O:16])[CH:39]=[CH:38][C:37]=2[O:40][CH:41]([F:43])[F:42])[CH2:48][CH2:47]1. The yield is 0.630. (2) The reactants are [CH3:1][O:2][CH2:3][CH2:4][N:5]1C(=S)[N:8]=[N:7][NH:6]1.S([O:16][CH3:17])(OC)(=O)=O.[OH-].[K+].Cl.[CH2:21](Cl)Cl. The catalyst is CCOCC. The product is [CH3:1][O:2][CH2:3][CH2:4][N+:5]1[C:17]([O-:16])=[N:8][N:7]([CH3:21])[N:6]=1. The yield is 0.610. (3) The reactants are C(O[C:4]([C:6]1[S:14][C:9]2=[CH:10]N=C[CH:13]=[C:8]2[C:7]=1[NH:15][C:16]1[CH:21]=[CH:20][C:19]([I:22])=[CH:18][C:17]=1[F:23])=[O:5])C.[OH-].[Na+].[CH3:26][C:27]1([CH3:35])[O:31][C@@H:30]([CH2:32][O:33][NH2:34])[CH2:29][O:28]1.C[CH2:37][N:38]=C=NCCCN(C)C.C1C=CC2N(O)N=NC=2C=1.CCN(C(C)C)C(C)C. The catalyst is C1COCC1.C(O)C. The product is [CH3:26][C:27]1([CH3:35])[O:31][C@@H:30]([CH2:32][O:33][NH:34][C:4]([C:6]2[S:14][C:9]3[CH:10]=[CH:37][N:38]=[CH:13][C:8]=3[C:7]=2[NH:15][C:16]2[CH:21]=[CH:20][C:19]([I:22])=[CH:18][C:17]=2[F:23])=[O:5])[CH2:29][O:28]1. The yield is 0.300. (4) The reactants are C([O-])([O-])=O.[Na+].[Na+].[Br:7][C:8]1[N:17]=[C:16]2[C:11]([C:12](=[CH:18]I)[CH2:13][CH2:14][NH:15]2)=[CH:10][CH:9]=1.[F:20][C:21]1[CH:26]=[CH:25][C:24]([F:27])=[CH:23][C:22]=1B(O)O.C(OCC)(=O)C.CCCCCC. The catalyst is C1(C)C=CC=CC=1.C(O)C.C1C=CC([P]([Pd]([P](C2C=CC=CC=2)(C2C=CC=CC=2)C2C=CC=CC=2)([P](C2C=CC=CC=2)(C2C=CC=CC=2)C2C=CC=CC=2)[P](C2C=CC=CC=2)(C2C=CC=CC=2)C2C=CC=CC=2)(C2C=CC=CC=2)C2C=CC=CC=2)=CC=1. The product is [Br:7][C:8]1[N:17]=[C:16]2[C:11]([C:12](=[CH:18][C:25]3[CH:26]=[C:21]([F:20])[CH:22]=[CH:23][C:24]=3[F:27])[CH2:13][CH2:14][NH:15]2)=[CH:10][CH:9]=1. The yield is 0.700. (5) The reactants are [CH2:1]([C:3]1[C:7]([S:8][C:9]2[CH:14]=[CH:13][C:12]([F:15])=[CH:11][CH:10]=2)=[C:6]([CH2:16][CH3:17])[N:5]([CH2:18][C:19]([NH:22]S(C2C=CC([N+]([O-])=O)=CC=2)(=O)=O)([CH3:21])[CH3:20])[N:4]=1)[CH3:2].C1(S)C=CC=CC=1.C(=O)([O-])[O-].[K+].[K+].C(#N)C. The catalyst is O.CS(C)=O. The product is [CH2:1]([C:3]1[C:7]([S:8][C:9]2[CH:14]=[CH:13][C:12]([F:15])=[CH:11][CH:10]=2)=[C:6]([CH2:16][CH3:17])[N:5]([CH2:18][C:19]([NH2:22])([CH3:20])[CH3:21])[N:4]=1)[CH3:2]. The yield is 0.950. (6) The reactants are [CH3:1][C:2]1[NH:6][C:5]2[C:7]([C:17]([O:19]C)=[O:18])=[CH:8][C:9]([N:11]3[CH2:16][CH2:15][O:14][CH2:13][CH2:12]3)=[CH:10][C:4]=2[N:3]=1.Br[CH:22]([C:24]1[CH:29]=[CH:28][CH:27]=[C:26]([Cl:30])[C:25]=1[CH3:31])[CH3:23].C(=O)([O-])[O-].[K+].[K+].[OH-].[Li+]. The catalyst is CN(C)C=O.O1CCCC1.O. The product is [Cl:30][C:26]1[C:25]([CH3:31])=[C:24]([CH:22]([N:3]2[C:4]3[CH:10]=[C:9]([N:11]4[CH2:12][CH2:13][O:14][CH2:15][CH2:16]4)[CH:8]=[C:7]([C:17]([OH:19])=[O:18])[C:5]=3[N:6]=[C:2]2[CH3:1])[CH3:23])[CH:29]=[CH:28][CH:27]=1. The yield is 0.120. (7) The reactants are [H-].[Na+].[O:3]1[C:7]2[CH:8]=[CH:9][C:10]([C:12]3([C:15]([NH:17][C:18]4[CH:19]=[CH:20][C:21]([CH3:35])=[C:22]([C:24]5[CH:29]=[CH:28][C:27]([C:30]([N:32]([CH3:34])[CH3:33])=[O:31])=[CH:26][CH:25]=5)[CH:23]=4)=[O:16])[CH2:14][CH2:13]3)=[CH:11][C:6]=2[O:5][CH2:4]1.IC. The catalyst is O1CCCC1.CN(C)C=O. The product is [O:3]1[C:7]2[CH:8]=[CH:9][C:10]([C:12]3([C:15]([NH:17][C:18]4[CH:19]=[CH:20][C:21]([CH2:35][O:3][CH:7]([CH3:8])[CH3:6])=[C:22]([C:24]5[CH:25]=[CH:26][C:27]([C:30]([N:32]([CH3:34])[CH3:33])=[O:31])=[CH:28][CH:29]=5)[CH:23]=4)=[O:16])[CH2:14][CH2:13]3)=[CH:11][C:6]=2[O:5][CH2:4]1. The yield is 0.420. (8) The reactants are [CH2:1]([C:3]1[CH:4]=[C:5]([N+:13]([O-])=O)[CH:6]=[C:7]2[C:12]=1[N:11]=[CH:10][CH:9]=[CH:8]2)[CH3:2]. The catalyst is [Pd].CCO. The product is [CH2:1]([C:3]1[CH:4]=[C:5]([NH2:13])[CH:6]=[C:7]2[C:12]=1[N:11]=[CH:10][CH:9]=[CH:8]2)[CH3:2]. The yield is 0.169. (9) The reactants are [CH2:1]([O:3][C:4](=[O:21])[C:5](Cl)=[N:6][NH:7][C:8]1[CH:13]=[C:12]([Br:14])[CH:11]=[CH:10][C:9]=1[O:15][CH2:16][CH2:17][C:18]#[CH:19])[CH3:2].C(N(CC)CC)C. The catalyst is C1(C)C=CC=CC=1. The product is [CH2:1]([O:3][C:4]([C:5]1[CH:19]=[C:18]2[N:7]([N:6]=1)[C:8]1[CH:13]=[C:12]([Br:14])[CH:11]=[CH:10][C:9]=1[O:15][CH2:16][CH2:17]2)=[O:21])[CH3:2]. The yield is 0.850.